Dataset: Forward reaction prediction with 1.9M reactions from USPTO patents (1976-2016). Task: Predict the product of the given reaction. (1) Given the reactants [F:1][C:2]1[CH:3]=[CH:4][C:5]([CH:27]=[CH2:28])=[C:6]([C:8]2[C:13]([C:14]#[N:15])=[CH:12][C:11]([C:16]([F:19])([F:18])[F:17])=[CH:10][C:9]=2[C:20]2[CH:25]=[CH:24][C:23]([OH:26])=[CH:22][CH:21]=2)[CH:7]=1.[NH2:29][OH:30], predict the reaction product. The product is: [F:1][C:2]1[CH:3]=[CH:4][C:5]([CH:27]=[CH2:28])=[C:6]([C:8]2[C:13]([C:14](=[N:29][OH:30])[NH2:15])=[CH:12][C:11]([C:16]([F:18])([F:19])[F:17])=[CH:10][C:9]=2[C:20]2[CH:25]=[CH:24][C:23]([OH:26])=[CH:22][CH:21]=2)[CH:7]=1. (2) Given the reactants [NH2:1][C@@H:2]1[C@@H:7]2[CH2:8][C@@H:4]([CH:5]=[CH:6]2)[C@@H:3]1[C:9]([NH2:11])=[O:10].FC(F)(F)C(O)=O.C(=O)(O)[O-].[Na+].[Cl:24][C:25]1[N:30]=[C:29](Cl)[C:28]([Cl:32])=[CH:27][N:26]=1, predict the reaction product. The product is: [Cl:24][C:25]1[N:30]=[C:29]([NH:1][C@@H:2]2[C@@H:7]3[CH2:8][C@@H:4]([CH:5]=[CH:6]3)[C@@H:3]2[C:9]([NH2:11])=[O:10])[C:28]([Cl:32])=[CH:27][N:26]=1. (3) Given the reactants C(N(CC)CC)C.[CH:8]([C:10]1[C:18]2[C:13](=[CH:14][CH:15]=[CH:16][CH:17]=2)[N:12](C(OC(C)(C)C)=O)[CH:11]=1)=[O:9].[CH3:26][O:27][C:28]1[CH:29]=[C:30]([CH:35]=[C:36]([N:38]=[CH:39][C:40]2[CH:48]=[C:43]3[CH:44]=[CH:45][CH:46]=[CH:47][N:42]3[N:41]=2)[CH:37]=1)[O:31][CH2:32][CH2:33][OH:34], predict the reaction product. The product is: [OH:34][CH2:33][CH2:32][O:31][C:30]1[CH:35]=[C:36]([NH:38][CH:39]([C:40]2[CH:48]=[C:43]3[CH:44]=[CH:45][CH:46]=[CH:47][N:42]3[N:41]=2)[C:8]([C:10]2[C:18]3[C:13](=[CH:14][CH:15]=[CH:16][CH:17]=3)[NH:12][CH:11]=2)=[O:9])[CH:37]=[C:28]([O:27][CH3:26])[CH:29]=1. (4) Given the reactants [Cl:1][C:2]1[CH:7]=[CH:6][C:5]([OH:8])=[CH:4][C:3]=1[F:9].[Br:10][CH2:11][CH2:12]Br.[OH-].[Na+], predict the reaction product. The product is: [Cl:1][C:2]1[CH:7]=[CH:6][C:5]([O:8][CH2:12][CH2:11][Br:10])=[CH:4][C:3]=1[F:9].